From a dataset of TCR-epitope binding with 47,182 pairs between 192 epitopes and 23,139 TCRs. Binary Classification. Given a T-cell receptor sequence (or CDR3 region) and an epitope sequence, predict whether binding occurs between them. (1) The epitope is HTDFSSEIIGY. The TCR CDR3 sequence is CASSQEKGATQSHNTEAFF. Result: 0 (the TCR does not bind to the epitope). (2) The epitope is KAFSPEVIPMF. The TCR CDR3 sequence is CASSGTYGYTF. Result: 1 (the TCR binds to the epitope). (3) The epitope is AYILFTRFFYV. The TCR CDR3 sequence is CASSPPPTGVTEAFF. Result: 1 (the TCR binds to the epitope). (4) The epitope is AVFDRKSDAK. The TCR CDR3 sequence is CASSLVGGVASDTQYF. Result: 0 (the TCR does not bind to the epitope). (5) The epitope is RLRAEAQVK. The TCR CDR3 sequence is CASSLDGQGPLYGYTF. Result: 1 (the TCR binds to the epitope). (6) The TCR CDR3 sequence is CASSSLDSGPYEQYF. The epitope is LLSAGIFGA. Result: 0 (the TCR does not bind to the epitope). (7) The epitope is YVFCTVNAL. The TCR CDR3 sequence is CASSLAHGSEDTQYF. Result: 0 (the TCR does not bind to the epitope). (8) The epitope is FLNRFTTTL. The TCR CDR3 sequence is CASSESEIPAGDTDTQYF. Result: 1 (the TCR binds to the epitope). (9) The epitope is GTITSGWTF. The TCR CDR3 sequence is CASSLAGGHTGELFF. Result: 0 (the TCR does not bind to the epitope).